Dataset: Full USPTO retrosynthesis dataset with 1.9M reactions from patents (1976-2016). Task: Predict the reactants needed to synthesize the given product. (1) Given the product [CH2:2]1[O:10][C:9]2[CH:8]=[C:7]([CH3:12])[C:6]([CH2:11][Cl:1])=[CH:5][C:4]=2[O:3]1, predict the reactants needed to synthesize it. The reactants are: [ClH:1].[CH2:2]1[O:10][C:9]2[CH:8]=[CH:7][C:6]([CH3:11])=[CH:5][C:4]=2[O:3]1.[CH2:12]=O. (2) Given the product [NH2:37][C:35]([CH3:40])([CH3:36])[CH2:34][O:33][C:32]1[CH:31]=[CH:30][C:28]([NH:29][C:7](=[O:9])[C:6]2[CH:5]=[CH:4][C:3]([C:2]([F:1])([F:13])[F:12])=[CH:11][CH:10]=2)=[CH:27][C:26]=1[C:25]1[N:21]([CH3:20])[N:22]=[CH:23][CH:24]=1, predict the reactants needed to synthesize it. The reactants are: [F:1][C:2]([F:13])([F:12])[C:3]1[CH:11]=[CH:10][C:6]([C:7]([OH:9])=O)=[CH:5][CH:4]=1.C(Cl)(=O)C(Cl)=O.[CH3:20][N:21]1[C:25]([C:26]2[CH:27]=[C:28]([CH:30]=[CH:31][C:32]=2[O:33][CH2:34][C:35]([CH3:40])([N+:37]([O-])=O)[CH3:36])[NH2:29])=[CH:24][CH:23]=[N:22]1.CCN(C(C)C)C(C)C.C(Cl)(=O)C.